Dataset: Forward reaction prediction with 1.9M reactions from USPTO patents (1976-2016). Task: Predict the product of the given reaction. (1) The product is: [Cl:21][C:22]1[N:23]=[CH:24][NH:25][C:26]=1[C:27]([NH:1][CH2:2][C:3]1[CH:8]=[CH:7][C:6]([F:9])=[C:5]([O:10][C:11]2[CH:12]=[C:13]([C:14]#[N:15])[CH:16]=[C:17]([Cl:19])[CH:18]=2)[C:4]=1[Cl:20])=[O:28]. Given the reactants [NH2:1][CH2:2][C:3]1[C:4]([Cl:20])=[C:5]([O:10][C:11]2[CH:12]=[C:13]([CH:16]=[C:17]([Cl:19])[CH:18]=2)[C:14]#[N:15])[C:6]([F:9])=[CH:7][CH:8]=1.[Cl:21][C:22]1[N:23]=[CH:24][N:25](COCC[Si](C)(C)C)[C:26]=1[C:27](O)=[O:28].C(Cl)CCl.C1C=CC2N(O)N=NC=2C=1, predict the reaction product. (2) Given the reactants [NH:1]([C:16]([O:18][C:19]([CH3:22])([CH3:21])[CH3:20])=[O:17])[C@H:2]([C:13]([OH:15])=O)[CH2:3][C:4]1[C:12]2[C:7](=[CH:8][CH:9]=[CH:10][CH:11]=2)[NH:6][CH:5]=1.[NH2:23][C@H:24]([C:32]([O:34][CH3:35])=[O:33])[CH2:25][CH2:26][CH2:27][NH:28][C:29](=[NH:31])[NH2:30].Cl.Cl.C1C=CC2N(O)N=NC=2C=1.CCN(C(C)C)C(C)C.CN(C(ON1N=NC2C=CC=CC1=2)=[N+](C)C)C.F[P-](F)(F)(F)(F)F, predict the reaction product. The product is: [NH:1]([C:16]([O:18][C:19]([CH3:22])([CH3:21])[CH3:20])=[O:17])[C@H:2]([C:13]([NH:23][C@H:24]([C:32]([O:34][CH3:35])=[O:33])[CH2:25][CH2:26][CH2:27][NH:28][C:29](=[NH:30])[NH2:31])=[O:15])[CH2:3][C:4]1[C:12]2[C:7](=[CH:8][CH:9]=[CH:10][CH:11]=2)[NH:6][CH:5]=1. (3) Given the reactants [CH:1]12[CH2:7][CH:4]([CH2:5][CH2:6]1)[CH:3]=[CH:2]2.[CH2:8]=[CH:9][C:10]1[CH:15]=[CH:14][CH:13]=[CH:12][CH:11]=1.[C:16]([O:20][CH3:21])(=[O:19])[CH:17]=[CH2:18].CC(N=NC(C#N)(C)C)(C#N)C.CC[Al](Cl)CC.CC[Al](Cl)Cl.Cl.CO, predict the reaction product. The product is: [CH:1]12[CH2:7][CH:4]([CH2:5][CH2:6]1)[CH:3]=[CH:2]2.[CH2:8]=[CH:9][C:10]1[CH:15]=[CH:14][CH:13]=[CH:12][CH:11]=1.[C:16]([O:20][CH3:21])(=[O:19])[CH:17]=[CH2:18]. (4) Given the reactants [NH3:1].[CH2:2]([C:9]1[C:17]2[C:12](=[CH:13][C:14]([OH:22])=[C:15]([C:18](OC)=[O:19])[CH:16]=2)[NH:11][N:10]=1)[C:3]1[CH:8]=[CH:7][CH:6]=[CH:5][CH:4]=1.[Cl-].[Mg+2].[Cl-], predict the reaction product. The product is: [NH2:1][C:18]([C:15]1[CH:16]=[C:17]2[C:12](=[CH:13][C:14]=1[OH:22])[NH:11][N:10]=[C:9]2[CH2:2][C:3]1[CH:8]=[CH:7][CH:6]=[CH:5][CH:4]=1)=[O:19]. (5) Given the reactants [NH2:1][C:2]1[CH:24]=[C:23]([Cl:25])[C:5]([C:6]([C:8]2[C:16]3[C:11](=[C:12]([NH:17][C:18]([CH:20]4[CH2:22][CH2:21]4)=[O:19])[N:13]=[CH:14][CH:15]=3)[NH:10][CH:9]=2)=[O:7])=[C:4]([Cl:26])[CH:3]=1.N1C=CC=CC=1.[C:33](Cl)(=[O:35])[CH3:34], predict the reaction product. The product is: [C:33]([NH:1][C:2]1[CH:3]=[C:4]([Cl:26])[C:5]([C:6]([C:8]2[C:16]3[C:11](=[C:12]([NH:17][C:18]([CH:20]4[CH2:21][CH2:22]4)=[O:19])[N:13]=[CH:14][CH:15]=3)[NH:10][CH:9]=2)=[O:7])=[C:23]([Cl:25])[CH:24]=1)(=[O:35])[CH3:34]. (6) The product is: [CH3:37][S:38]([C@@:2]([NH2:1])([CH:27]([CH3:29])[CH3:28])[C:3]([NH:5][CH2:6][CH2:7][C:8]1[CH:13]=[CH:12][C:11]([O:14][CH2:15][CH2:16][CH2:17][C:18]2[CH:19]=[CH:20][C:21]([Cl:24])=[CH:22][CH:23]=2)=[C:10]([O:25][CH3:26])[CH:9]=1)=[O:4])(=[O:40])=[O:39]. Given the reactants [NH2:1][C@@H:2]([CH:27]([CH3:29])[CH3:28])[C:3]([NH:5][CH2:6][CH2:7][C:8]1[CH:13]=[CH:12][C:11]([O:14][CH2:15][CH2:16][CH2:17][C:18]2[CH:23]=[CH:22][C:21]([Cl:24])=[CH:20][CH:19]=2)=[C:10]([O:25][CH3:26])[CH:9]=1)=[O:4].C(N(CC)CC)C.[CH3:37][S:38](Cl)(=[O:40])=[O:39].O, predict the reaction product. (7) Given the reactants [CH:1]([C:3]1[CH:8]=[CH:7][C:6]([CH2:9][C:10]([O:12][CH3:13])=[O:11])=[CH:5][CH:4]=1)=[O:2].[Br-].[Br-].[Br-].C([N+](CCCC)(CCCC)CCCC)CCC.C([N+](CCCC)(CCCC)CCCC)CCC.C([N+](CCCC)(CCCC)CCCC)CCC.[CH2:68](O)[CH2:69][OH:70], predict the reaction product. The product is: [O:2]1[CH2:68][CH2:69][O:70][CH:1]1[C:3]1[CH:8]=[CH:7][C:6]([CH2:9][C:10]([O:12][CH3:13])=[O:11])=[CH:5][CH:4]=1. (8) Given the reactants [F:1][C:2]1[CH:7]=[CH:6][C:5]([C:8]2[O:9][C:10]3[CH:20]=[CH:19][C:18]([C:21]4[C:22]([CH3:32])=[CH:23][C:24]([O:30][CH3:31])=[C:25]([CH:29]=4)[C:26]([OH:28])=O)=[CH:17][C:11]=3[C:12]=2[C:13](=[O:16])[NH:14][CH3:15])=[CH:4][CH:3]=1.Cl.[N:34]1[CH:39]=[CH:38][CH:37]=[C:36]([C:40]2([NH2:43])[CH2:42][CH2:41]2)[N:35]=1.C(N(CC)CC)C, predict the reaction product. The product is: [F:1][C:2]1[CH:7]=[CH:6][C:5]([C:8]2[O:9][C:10]3[CH:20]=[CH:19][C:18]([C:21]4[CH:29]=[C:25]([C:26](=[O:28])[NH:43][C:40]5([C:36]6[N:35]=[N:34][CH:39]=[CH:38][CH:37]=6)[CH2:42][CH2:41]5)[C:24]([O:30][CH3:31])=[CH:23][C:22]=4[CH3:32])=[CH:17][C:11]=3[C:12]=2[C:13]([NH:14][CH3:15])=[O:16])=[CH:4][CH:3]=1. (9) Given the reactants [Br:1][C:2]1[C:18]([CH3:19])=[C:17]([N+:20]([O-:22])=[O:21])[CH:16]=[C:15]([Br:23])[C:3]=1[O:4][C:5]1[CH:10]=[CH:9][C:8]([OH:11])=[C:7]([CH:12]([CH3:14])[CH3:13])[CH:6]=1.[C:24](O)(C(F)(F)F)=[O:25], predict the reaction product. The product is: [Br:1][C:2]1[C:18]([CH3:19])=[C:17]([N+:20]([O-:22])=[O:21])[CH:16]=[C:15]([Br:23])[C:3]=1[O:4][C:5]1[CH:6]=[C:7]([CH:12]([CH3:14])[CH3:13])[C:8]([OH:11])=[C:9]([CH:10]=1)[CH:24]=[O:25].